The task is: Predict the reaction yield, written as a fraction of the theoretical maximum amount of product (1.0 means a 100% yield; for example, 0.34 means a 34% yield).. This data is from Reaction yield outcomes from USPTO patents with 853,638 reactions. (1) The reactants are [CH3:1][CH:2]([CH2:4][CH2:5][CH2:6][C@H:7]([C@@H:9]1[C@:27]2([CH3:28])[C@H:12]([C@H:13]3[C@H:24]([CH2:25][CH2:26]2)[C@:22]2([CH3:23])[C:16]([CH2:17][C@H:18]([CH2:20][CH2:21]2)[OH:19])=[CH:15][CH2:14]3)[CH2:11][CH2:10]1)[CH3:8])[CH3:3].[CH3:29][C:30](C)([O-:32])[CH3:31].[Li+].C(C1OC1)Br. The catalyst is CN(C)C(=O)C. The product is [CH2:29]([CH2:3][CH:2]([CH2:4][CH2:5][CH2:6][C@H:7]([C@@H:9]1[C@:27]2([CH3:28])[C@H:12]([C@H:13]3[C@H:24]([CH2:25][CH2:26]2)[C@:22]2([CH3:23])[C:16]([CH2:17][C@H:18]([CH2:20][CH2:21]2)[OH:19])=[CH:15][CH2:14]3)[CH2:11][CH2:10]1)[CH3:8])[CH3:1])[CH:30]1[O:32][CH2:31]1. The yield is 0.640. (2) The reactants are [Cl:1][C:2]1[CH:7]=[C:6]([Cl:8])[CH:5]=[CH:4][C:3]=1[C:9]1[CH:14]=[CH:13][C:12]([CH2:15][CH3:16])=[C:11]([CH:17]2[C:22](=[O:23])[C:21]([CH3:25])([CH3:24])[O:20][C:19]([CH3:27])([CH3:26])[C:18]2=[O:28])[CH:10]=1.S(Cl)([Cl:32])(=O)=O. The catalyst is C(Cl)(Cl)Cl. The product is [Cl:32][C:17]1([C:11]2[CH:10]=[C:9]([C:3]3[CH:4]=[CH:5][C:6]([Cl:8])=[CH:7][C:2]=3[Cl:1])[CH:14]=[CH:13][C:12]=2[CH2:15][CH3:16])[C:22](=[O:23])[C:21]([CH3:25])([CH3:24])[O:20][C:19]([CH3:27])([CH3:26])[C:18]1=[O:28]. The yield is 0.960. (3) The reactants are [C:1](Cl)(=O)C(Cl)=O.[Cl:7][C:8]1[N:13]=[N:12][C:11]([C:14]([OH:16])=[O:15])=[CH:10][CH:9]=1.CO.C(=O)([O-])O.[Na+]. The catalyst is ClCCl.CN(C)C=O. The product is [CH3:1][O:15][C:14]([C:11]1[N:12]=[N:13][C:8]([Cl:7])=[CH:9][CH:10]=1)=[O:16]. The yield is 0.650. (4) The reactants are C(O)(C(F)(F)F)=O.[F:8][C:9]1[CH:10]=[C:11]([NH:20][C:21]([C@H:23]2[C:32]3[C:27](=[CH:28][C:29]([O:33][CH3:34])=[CH:30][CH:31]=3)[CH2:26][CH2:25][N:24]2[C:35]([C@@H:37]2[CH2:40][C@H:39]([CH2:41][C:42]([O:44]C(C)(C)C)=[O:43])[CH2:38]2)=[O:36])=[O:22])[CH:12]=[C:13]([F:19])[C:14]=1[Si:15]([CH3:18])([CH3:17])[CH3:16].C(=O)([O-])O.[Na+]. No catalyst specified. The product is [F:8][C:9]1[CH:10]=[C:11]([NH:20][C:21]([C@H:23]2[C:32]3[C:27](=[CH:28][C:29]([O:33][CH3:34])=[CH:30][CH:31]=3)[CH2:26][CH2:25][N:24]2[C:35]([C@@H:37]2[CH2:40][C@H:39]([CH2:41][C:42]([OH:44])=[O:43])[CH2:38]2)=[O:36])=[O:22])[CH:12]=[C:13]([F:19])[C:14]=1[Si:15]([CH3:17])([CH3:18])[CH3:16]. The yield is 0.659. (5) The reactants are Br[C:2]1[CH:7]=[CH:6][C:5]([CH:8]([O:11][CH3:12])[O:9][CH3:10])=[C:4]([F:13])[CH:3]=1.C([Li])CCC.CN(C)[CH:21]=[O:22].O. The catalyst is O1CCCC1. The product is [CH3:10][O:9][CH:8]([O:11][CH3:12])[C:5]1[CH:6]=[CH:7][C:2]([CH:21]=[O:22])=[CH:3][C:4]=1[F:13]. The yield is 0.630. (6) The reactants are [NH2:1][C:2]1[N:6]([C:7]2[CH:8]=[C:9]([CH:12]=[CH:13][CH:14]=2)[C:10]#[N:11])[N:5]=[C:4]([CH2:15][CH3:16])[CH:3]=1.[C:17](Cl)([O:19][CH2:20][C:21]([Cl:24])([Cl:23])[Cl:22])=[O:18].[OH-].[Na+].C([O-])(O)=O.[Na+]. The catalyst is CCOC(C)=O. The product is [C:10]([C:9]1[CH:8]=[C:7]([N:6]2[C:2]([NH:1][C:17](=[O:18])[O:19][CH2:20][C:21]([Cl:24])([Cl:23])[Cl:22])=[CH:3][C:4]([CH2:15][CH3:16])=[N:5]2)[CH:14]=[CH:13][CH:12]=1)#[N:11]. The yield is 0.860. (7) The reactants are [C:1]([C:4]1[CH:9]=[CH:8][C:7]([CH2:10][C:11]([O:13][C:14]([CH3:17])([CH3:16])[CH3:15])=[O:12])=[CH:6][CH:5]=1)(=[O:3])[CH3:2].[Br:18]N1C(=O)CCC1=O. The catalyst is C(Cl)(Cl)(Cl)Cl.BrBr. The product is [C:1]([C:4]1[CH:9]=[CH:8][C:7]([CH:10]([Br:18])[C:11]([O:13][C:14]([CH3:17])([CH3:16])[CH3:15])=[O:12])=[CH:6][CH:5]=1)(=[O:3])[CH3:2]. The yield is 0.880. (8) The reactants are [CH3:1][O:2][C:3]1[CH:4]=[CH:5][C:6]2[C:10]([O:11][C:12]3[CH:17]=[CH:16][C:15](/[CH:18]=[CH:19]/[C:20](O)=[O:21])=[CH:14][CH:13]=3)=[C:9]([C:23]3[CH:28]=[CH:27][C:26]([O:29][CH3:30])=[CH:25][CH:24]=3)[S:8][C:7]=2[CH:31]=1.C[N:33](C(ON1N=NC2C=CC=NC1=2)=[N+](C)C)C.F[P-](F)(F)(F)(F)F.CCN(C(C)C)C(C)C.[NH4+].[Cl-]. The catalyst is CN(C=O)C. The product is [CH3:1][O:2][C:3]1[CH:4]=[CH:5][C:6]2[C:10]([O:11][C:12]3[CH:17]=[CH:16][C:15](/[CH:18]=[CH:19]/[C:20]([NH2:33])=[O:21])=[CH:14][CH:13]=3)=[C:9]([C:23]3[CH:28]=[CH:27][C:26]([O:29][CH3:30])=[CH:25][CH:24]=3)[S:8][C:7]=2[CH:31]=1. The yield is 0.790.